From a dataset of Forward reaction prediction with 1.9M reactions from USPTO patents (1976-2016). Predict the product of the given reaction. Given the reactants [Cl:1][C:2]1[CH:7]=[CH:6][C:5]([C:8]2[N:12]([C:13]3[CH:18]=[CH:17][CH:16]=[CH:15][CH:14]=3)[N:11]=[C:10]([CH2:19][CH2:20][CH:21]=O)[CH:9]=2)=[CH:4][CH:3]=1.[F:23][C:24]1[CH:29]=[CH:28][CH:27]=[CH:26][C:25]=1[N:30]1[CH2:35][CH2:34][NH:33][CH2:32][CH2:31]1.CCN(C(C)C)C(C)C.[BH-](OC(C)=O)(OC(C)=O)OC(C)=O.[Na+], predict the reaction product. The product is: [Cl:1][C:2]1[CH:7]=[CH:6][C:5]([C:8]2[N:12]([C:13]3[CH:18]=[CH:17][CH:16]=[CH:15][CH:14]=3)[N:11]=[C:10]([CH2:19][CH2:20][CH2:21][N:33]3[CH2:32][CH2:31][N:30]([C:25]4[CH:26]=[CH:27][CH:28]=[CH:29][C:24]=4[F:23])[CH2:35][CH2:34]3)[CH:9]=2)=[CH:4][CH:3]=1.